Task: Predict the reactants needed to synthesize the given product.. Dataset: Full USPTO retrosynthesis dataset with 1.9M reactions from patents (1976-2016) (1) Given the product [CH:11]12[O:25][CH:10]1[CH2:9][O:8][CH:7]([C:6]1[N:2]([CH3:1])[N:3]=[CH:4][C:5]=1[N+:14]([O-:16])=[O:15])[CH2:13][CH2:12]2, predict the reactants needed to synthesize it. The reactants are: [CH3:1][N:2]1[C:6]([CH:7]2[CH2:13][CH2:12][CH:11]=[CH:10][CH2:9][O:8]2)=[C:5]([N+:14]([O-:16])=[O:15])[CH:4]=[N:3]1.C1C=C(Cl)C=C(C(OO)=[O:25])C=1. (2) Given the product [Si:18]([O:19][C:20]([CH3:26])([CH3:25])[CH2:21][C:22]([NH:1][CH:2]([C:5]1[CH:10]=[C:9]([Cl:11])[CH:8]=[CH:7][C:6]=1[O:12][CH3:13])[C:3]#[N:4])=[O:23])([C:14]([CH3:17])([CH3:16])[CH3:15])([CH3:28])[CH3:27], predict the reactants needed to synthesize it. The reactants are: [NH2:1][CH:2]([C:5]1[CH:10]=[C:9]([Cl:11])[CH:8]=[CH:7][C:6]=1[O:12][CH3:13])[C:3]#[N:4].[C:14]([Si:18]([CH3:28])([CH3:27])[O:19][C:20]([CH3:26])([CH3:25])[CH2:21][C:22](O)=[O:23])([CH3:17])([CH3:16])[CH3:15].C(N(C(C)C)CC)(C)C.CN(C(ON1N=NC2C=CC=NC1=2)=[N+](C)C)C.F[P-](F)(F)(F)(F)F. (3) Given the product [Cl:65][C:66]1[CH:74]=[CH:73][C:72]([S:75]([N:78]2[C:84](=[O:85])[CH:83]([CH2:86][C:87]3[CH:92]=[C:91]([Cl:93])[CH:90]=[CH:89][C:88]=3[O:94][CH3:95])[CH2:82][NH:81][C:80](=[O:96])[CH2:79]2)(=[O:76])=[O:77])=[CH:71][C:67]=1[C:68]([NH:22][CH2:23][CH2:24][O:26][CH3:27])=[O:70], predict the reactants needed to synthesize it. The reactants are: ClC1C=CC(OC)=C(C=1)CC1C(=O)N(C(NC(CC)C([NH:22][CH2:23][C:24]([O:26][C:27](C)(C)C)=O)=O)=O)CC(=O)NC1.ClC1C=CC(OC)=C(C=1)CC1C(=O)N(C(N[C@H](CC)C(O)=O)=O)CC(=O)NC1.[Cl:65][C:66]1[CH:74]=[CH:73][C:72]([S:75]([N:78]2[C:84](=[O:85])[CH:83]([CH2:86][C:87]3[CH:92]=[C:91]([Cl:93])[CH:90]=[CH:89][C:88]=3[O:94][CH3:95])[CH2:82][NH:81][C:80](=[O:96])[CH2:79]2)(=[O:77])=[O:76])=[CH:71][C:67]=1[C:68]([OH:70])=O.Cl.C(OC(=O)CN)(C)(C)C.COCCN. (4) Given the product [C:1]([O:5][C:6]([N:8]1[C@H:13]([C:14]([OH:29])=[O:15])[CH2:12][C@:11]2([CH3:16])[C@H:9]1[CH2:10]2)=[O:7])([CH3:4])([CH3:3])[CH3:2], predict the reactants needed to synthesize it. The reactants are: [C:1]([O:5][C:6]([N:8]1[C@H:13]([CH2:14][OH:15])[CH2:12][C@:11]2([CH3:16])[C@H:9]1[CH2:10]2)=[O:7])([CH3:4])([CH3:3])[CH3:2].C(Cl)Cl.Cl.C(Cl)(Cl)(Cl)Cl.CC#N.[OH2:29].